This data is from Drug-target binding data from BindingDB using Ki measurements. The task is: Regression. Given a target protein amino acid sequence and a drug SMILES string, predict the binding affinity score between them. We predict pKi (pKi = -log10(Ki in M); higher means stronger inhibition). Dataset: bindingdb_ki. (1) The pKi is 4.7. The target protein (P23109) has sequence MNVRIFYSVSQSPHSLLSLLFYCAILESRISATMPLFKLPAEEKQIDDAMRNFAEKVFASEVKDEGGRQEISPFDVDEICPISHHEMQAHIFHLETLSTSTEARRKKRFQGRKTVNLSIPLSETSSTKLSHIDEYISSSPTYQTVPDFQRVQITGDYASGVTVEDFEIVCKGLYRALCIREKYMQKSFQRFPKTPSKYLRNIDGEAWVANESFYPVFTPPVKKGEDPFRTDNLPENLGYHLKMKDGVVYVYPNEAAVSKDEPKPLPYPNLDTFLDDMNFLLALIAQGPVKTYTHRRLKFLSSKFQVHQMLNEMDELKELKNNPHRDFYNCRKVDTHIHAAACMNQKHLLRFIKKSYQIDADRVVYSTKEKNLTLKELFAKLKMHPYDLTVDSLDVHAGRQTFQRFDKFNDKYNPVGASELRDLYLKTDNYINGEYFATIIKEVGADLVEAKYQHAEPRLSIYGRSPDEWSKLSSWFVCNRIHCPNMTWMIQVPRIYDVFR.... The small molecule is CCCCCCCCn1cnc2c1N=CNCC2O. (2) The drug is O=C(c1ccccc1)c1ccc2n1CCC2C(=O)O. The target protein (P02692) has sequence MNFSGKYQVQSQENFEPFMKAMGLPEDLIQKGKDIKGVSEIVHEGKKVKLTITYGSKVIHNEFTLGEECELETMTGEKVKAVVKMEGDNKMVTTFKGIKSVTEFNGDTITNTMTLGDIVYKRVSKRI. The pKi is 3.9. (3) The compound is CC(=O)Nc1nnc(S(N)(=O)=O)s1. The target protein sequence is MKKIVLFSAAMAMLVACGNQTTQTKSDTPTAAVEGRISEVLTQDIQQGLTPEAVLVGLQEGNARYVANKQLPRDLNAQAVAGLEGQFPEAIILSCIDSRVPVEYIFDKGIGDLFVGRVAGNVVDDHMLGSLEYACEVSGSKVLLVLGHEDCGAIKSAIKGVEMGNITSLMEEIKPSVEATQYTGERTYANKEFADAVVKENVIQTMDEIRRDSPILKKLEEEGKIKICGAIYEMSTGKVHFL. The pKi is 7.4. (4) The drug is O=C(c1ccc(O)c(O)c1)c1[nH]c(=O)cc2cc(O)c(O)cc12. The target protein (P08833) has sequence MSEVPVARVWLVLLLLTVQVGVTAGAPWQCAPCSAEKLALCPPVSASCSEVTRSAGCGCCPMCALPLGAACGVATARCARGLSCRALPGEQQPLHALTRGQGACVQESDASAPHAAEAGSPESPESTEITEEELLDNFHLMAPSEEDHSILWDAISTYDGSKALHVTNIKKWKEPCRIELYRVVESLAKAQETSGEEISKFYLPNCNKNGFYHSRQCETSMDGEAGLCWCVYPWNGKRIPGSPEIRGDPNCQIYFNVQN. The pKi is 7.5. (5) The small molecule is COc1ccc(N2CCN(C(=O)c3cc4c(s3)-c3ccccc3S(=O)(=O)C4)CC2)cc1. The target protein sequence is MCGNTMSVPLLTDAATVSGAERETAAVIFLHGLGDTGHSWADALSTIRLPHVKYICPHAPRIPVTLNMKMVMPSWFDIMGLSPDAPEDEAGIKKAAENIKALIEHEMKNGIPANRIVLGGFSQGGALSLYTALTCPHPLAGIVALSCWLPLHRAFPQAANGSAKDLAILQCHGELDPMVPVRFGALTAEKLRSVVTPARVQFKTYPGVMHSSCPQEMAAVKEFLEKLLPPV. The pKi is 5.0. (6) The small molecule is O=C1NCN(c2ccccc2)C12CCN(C1CCCCCCCCC1)CC2. The target protein (P35370) has sequence MESLFPAPYWEVLYGSHFQGNLSLLNETVPHHLLLNASHSAFLPLGLKVTIVGLYLAVCIGGLLGNCLVMYVILRHTKMKTATNIYIFNLALADTLVLLTLPFQGTDILLGFWPFGNALCKTVIAIDYYNMFTSTFTLTAMSVDRYVAICHPIRALDVRTSSKAQAVNVAIWALASVVGVPVAIMGSAQVEDEEIECLVEIPAPQDYWGPVFAICIFLFSFIIPVLIISVCYSLMIRRLRGVRLLSGSREKDRNLRRITRLVLVVVAVFVGCWTPVQVFVLVQGLGVQPGSETAVAILRFCTALGYVNSCLNPILYAFLDENFKACFRKFCCASSLHREMQVSDRVRSIAKDVGLGCKTSETVPRPA. The pKi is 9.7. (7) The drug is COc1ccccc1N1CCN(CCCCNC(=O)c2ccc(-c3ccc(F)nc3)cc2)CC1. The target protein (P50130) has sequence MRTLNTSTMDGTGLVVERDFSFRILTACFLSLLILSTLLGNTLVCAAVIRFRHLRSKVTNFFVISLAVSDLLVAVLVMPWKAVAEIAGFWPFGSFCNIWVAFDIMCSTASILNLCVISVDRYWAISSPFRYERKMTPKAAFILISVAWTLSVLISFIPVQLSWHKAKPTSPSDGNVTSLGKTTHNCDSSLSRTYAISSSLISFYIPVAIMIVTYTRIYRIAQKQIRRISALERAAVHAKNCQTTAGNGNPAECSQPESSFKMSFKRETKVLKTLSVIMGVFVCCWLPFFILNCMVPFCGSGETKPFCIDSITFDVFVWFGWANSSLNPIIYAFNADFRKAFSTLLGCYRLCPTSTNAIETVSINNNGAVVFSSHHEPRGSISKDCNLVYLIPHAVGSSEDLKKEEAGGIASPLEKLSPALSVILDYDTDVSLEKIQPITQNGQHPT. The pKi is 5.9.